Dataset: Reaction yield outcomes from USPTO patents with 853,638 reactions. Task: Predict the reaction yield, written as a fraction of the theoretical maximum amount of product (1.0 means a 100% yield; for example, 0.34 means a 34% yield). (1) The reactants are [NH2:1][C:2]1[N:7]=[C:6]([O:8][CH2:9][CH3:10])[C:5]([NH2:11])=[C:4]([NH2:12])[N:3]=1.[CH:13]([CH:15]=O)=O. The catalyst is C(O)C. The product is [NH2:1][C:2]1[N:7]=[C:6]([O:8][CH2:9][CH3:10])[C:5]2[C:4](=[N:12][CH:13]=[CH:15][N:11]=2)[N:3]=1. The yield is 0.620. (2) The reactants are FC(F)(F)C1C=C(NC(=O)NC2C=CC(C3SC(CCC(O)=O)=NC=3)=CC=2)C=CC=1.[F:31][C:32]1[CH:37]=[C:36]([F:38])[C:35]([F:39])=[CH:34][C:33]=1[NH:40][C:41](=[O:66])[NH:42][C:43]1[CH:48]=[CH:47][C:46]([C:49]2[S:53][C:52]([CH:54]3[CH2:59][CH2:58][N:57]([CH2:60][C:61]([O:63]CC)=[O:62])[CH2:56][CH2:55]3)=[N:51][CH:50]=2)=[CH:45][CH:44]=1. No catalyst specified. The product is [F:31][C:32]1[CH:37]=[C:36]([F:38])[C:35]([F:39])=[CH:34][C:33]=1[NH:40][C:41](=[O:66])[NH:42][C:43]1[CH:44]=[CH:45][C:46]([C:49]2[S:53][C:52]([CH:54]3[CH2:59][CH2:58][N:57]([CH2:60][C:61]([OH:63])=[O:62])[CH2:56][CH2:55]3)=[N:51][CH:50]=2)=[CH:47][CH:48]=1. The yield is 0.730. (3) The reactants are [NH2:1][C:2]1[C:3]([C:8]([O:10][CH3:11])=[O:9])=[N:4][CH:5]=[CH:6][CH:7]=1.[Br:12]N1C(=O)CCC1=O. The catalyst is C(#N)C. The product is [NH2:1][C:2]1[C:3]([C:8]([O:10][CH3:11])=[O:9])=[N:4][C:5]([Br:12])=[CH:6][CH:7]=1. The yield is 0.540. (4) The yield is 0.0600. The catalyst is CO.[Pd]. The product is [CH3:1][O:2][C:3]1[CH:4]=[C:5]([CH:23]=[CH:24][CH:25]=1)[NH:6][C:7]1[CH:12]=[C:11]([C:13]([F:14])([F:16])[F:15])[N:10]=[C:9]([CH:17]2[CH2:22][CH2:21][CH2:20][CH2:19][NH:18]2)[N:8]=1. The reactants are [CH3:1][O:2][C:3]1[CH:4]=[C:5]([CH:23]=[CH:24][CH:25]=1)[NH:6][C:7]1[CH:12]=[C:11]([C:13]([F:16])([F:15])[F:14])[N:10]=[C:9]([C:17]2[CH:22]=[CH:21][CH:20]=[CH:19][N:18]=2)[N:8]=1.Cl. (5) The catalyst is ClCCl. The yield is 0.770. The product is [C:36]([O:30][C:29](=[O:31])[C@@H:19]([CH2:20][O:21][CH2:22][C:23]1[CH:24]=[CH:25][CH:26]=[CH:27][CH:28]=1)[NH:18][C:16]([O:15][CH2:14][CH:12]1[C:13]2[CH:1]=[CH:2][CH:3]=[CH:4][C:5]=2[C:6]2[C:11]1=[CH:10][CH:9]=[CH:8][CH:7]=2)=[O:17])([CH3:39])([CH3:38])[CH3:37]. The reactants are [CH:1]1[C:13]2[CH:12]([CH2:14][O:15][C:16]([NH:18][C@@H:19]([C:29]([OH:31])=[O:30])[CH2:20][O:21][CH2:22][C:23]3[CH:28]=[CH:27][CH:26]=[CH:25][CH:24]=3)=[O:17])[C:11]3[C:6](=[CH:7][CH:8]=[CH:9][CH:10]=3)[C:5]=2[CH:4]=[CH:3][CH:2]=1.C(O[C:36]([CH3:39])([CH3:38])[CH3:37])(=O)C.S(=O)(=O)(O)O.